From a dataset of Full USPTO retrosynthesis dataset with 1.9M reactions from patents (1976-2016). Predict the reactants needed to synthesize the given product. (1) Given the product [C:14]1([C:20]2[CH:29]=[CH:28][CH:27]=[C:26]3[C:21]=2[C:22]([NH:32][CH2:33][C:34]2[CH:39]=[CH:38][CH:37]=[CH:36][N:35]=2)=[N:23][C:24](/[CH:30]=[CH:5]/[C:3]([O:2][CH3:1])=[O:4])=[N:25]3)[CH:15]=[CH:16][CH:17]=[CH:18][CH:19]=1, predict the reactants needed to synthesize it. The reactants are: [CH3:1][O:2][C:3]([CH2:5]P(OC)(OC)=O)=[O:4].[H-].[Na+].[C:14]1([C:20]2[CH:29]=[CH:28][CH:27]=[C:26]3[C:21]=2[C:22]([NH:32][CH2:33][C:34]2[CH:39]=[CH:38][CH:37]=[CH:36][N:35]=2)=[N:23][C:24]([CH:30]=O)=[N:25]3)[CH:19]=[CH:18][CH:17]=[CH:16][CH:15]=1. (2) Given the product [F:9][C:10]1[CH:11]=[C:12]2[C:16](=[CH:17][CH:18]=1)[NH:15][C:14](=[O:19])/[C:13]/2=[CH:7]\[C:5]1[Se:6][C:2]([CH3:1])=[CH:3][CH:4]=1, predict the reactants needed to synthesize it. The reactants are: [CH3:1][C:2]1[Se:6][C:5]([CH:7]=O)=[CH:4][CH:3]=1.[F:9][C:10]1[CH:11]=[C:12]2[C:16](=[CH:17][CH:18]=1)[NH:15][C:14](=[O:19])[CH2:13]2. (3) Given the product [C:27]([C:25]1[N:26]=[C:22]([NH:21][C:4]([C:6]2[CH:11]=[C:10]([C:12]3[CH:13]=[C:14]([F:19])[CH:15]=[C:16]([F:18])[CH:17]=3)[CH:9]=[C:8]([CH3:20])[N:7]=2)=[O:5])[S:23][CH:24]=1)#[N:28], predict the reactants needed to synthesize it. The reactants are: C(O[C:4]([C:6]1[CH:11]=[C:10]([C:12]2[CH:17]=[C:16]([F:18])[CH:15]=[C:14]([F:19])[CH:13]=2)[CH:9]=[C:8]([CH3:20])[N:7]=1)=[O:5])C.[NH2:21][C:22]1[S:23][CH:24]=[C:25]([C:27]#[N:28])[N:26]=1. (4) Given the product [CH3:1][C:2]1[C:6]([CH3:7])=[C:5]([NH:8][C:9]([N:38]2[CH2:39][CH2:40][CH:45]([C:26]3[S:27][CH:28]=[C:24]([C:20]4[CH:21]=[CH:22][CH:23]=[C:18]([F:17])[CH:19]=4)[N:25]=3)[CH2:43][CH2:41]2)=[O:16])[O:4][N:3]=1, predict the reactants needed to synthesize it. The reactants are: [CH3:1][C:2]1[C:6]([CH3:7])=[C:5]([NH:8][C:9](=[O:16])OCC(Cl)(Cl)Cl)[O:4][N:3]=1.[F:17][C:18]1[CH:19]=[C:20]([C:24]2[N:25]=[C:26](N3CCCCC3)[S:27][CH:28]=2)[CH:21]=[CH:22][CH:23]=1.C([N:38]([CH:41]([CH3:43])C)[CH2:39][CH3:40])(C)C.O.[CH3:45]S(C)=O. (5) Given the product [Br:25][C:26]1[CH:31]=[CH:30][C:29]([Cl:33])=[C:28]([CH:27]=1)[O:1][CH:2]1[CH2:3][CH2:4][N:5]([C:8]2[N:9]=[CH:10][C:11]([C:14]3[N:15]=[N:16][N:17]([CH2:19][C:20]([O:22][CH2:23][CH3:24])=[O:21])[N:18]=3)=[CH:12][N:13]=2)[CH2:6][CH2:7]1, predict the reactants needed to synthesize it. The reactants are: [OH:1][CH:2]1[CH2:7][CH2:6][N:5]([C:8]2[N:13]=[CH:12][C:11]([C:14]3[N:15]=[N:16][N:17]([CH2:19][C:20]([O:22][CH2:23][CH3:24])=[O:21])[N:18]=3)=[CH:10][N:9]=2)[CH2:4][CH2:3]1.[Br:25][C:26]1[CH:27]=[CH:28][C:29]([Cl:33])=[C:30](O)[CH:31]=1.C1(P(C2C=CC=CC=2)C2C=CC=CC=2)C=CC=CC=1.N(C(OCC)=O)=NC(OCC)=O. (6) Given the product [CH:11]([C:2]1[C:10]2[C:5](=[CH:6][CH:7]=[CH:8][CH:9]=2)[NH:4][N:3]=1)=[CH2:12], predict the reactants needed to synthesize it. The reactants are: Br[C:2]1[C:10]2[C:5](=[CH:6][CH:7]=[CH:8][CH:9]=2)[NH:4][N:3]=1.[CH2:11]([Sn](CCCC)(CCCC)C=C)[CH2:12]CC.